This data is from Catalyst prediction with 721,799 reactions and 888 catalyst types from USPTO. The task is: Predict which catalyst facilitates the given reaction. (1) Reactant: [CH3:1][C@@:2]12[C:9]([CH3:11])([CH3:10])[CH:6]([CH2:7][CH2:8]1)[C:5](=[O:12])[CH2:4][C:3]2=[O:13].C(N(CC)CC)C.[F:21][C:22]([F:37])([F:36])[C:23]1[CH:24]=[C:25]([N:33]=[C:34]=[O:35])[CH:26]=[C:27]([C:29]([F:32])([F:31])[F:30])[CH:28]=1.Cl. Product: [F:21][C:22]([F:36])([F:37])[C:23]1[CH:24]=[C:25]([NH:33][C:34]([CH:4]2[C:5](=[O:12])[CH:6]3[C:9]([CH3:10])([CH3:11])[C@:2]([CH3:1])([CH2:8][CH2:7]3)[C:3]2=[O:13])=[O:35])[CH:26]=[C:27]([C:29]([F:32])([F:30])[F:31])[CH:28]=1. The catalyst class is: 119. (2) Reactant: [C:1]1([C@:7]([OH:17])([C:11]2[CH:16]=[CH:15][CH:14]=[CH:13][CH:12]=2)[C:8]([OH:10])=[O:9])[CH2:6][CH2:5][CH2:4][CH2:3][CH:2]=1. Product: [CH:11]1([C@@:7]([OH:17])([C:1]2[CH:2]=[CH:3][CH:4]=[CH:5][CH:6]=2)[C:8]([OH:10])=[O:9])[CH2:16][CH2:15][CH2:14][CH2:13][CH2:12]1. The catalyst class is: 19. (3) Reactant: [F:1][C:2]1[CH:7]=[CH:6][CH:5]=[C:4]([OH:8])[C:3]=1[OH:9].C(=O)([O-])[O-].[K+].[K+].Br[CH2:17][CH2:18]Br.O. Product: [F:1][C:2]1[C:3]2[O:9][CH2:18][CH2:17][O:8][C:4]=2[CH:5]=[CH:6][CH:7]=1. The catalyst class is: 3. (4) Reactant: [CH:1]1([C:4]2[N:5]=[CH:6][N:7]([C:9]3[CH:14]=[CH:13][N:12]=[C:11]([C:15]([NH:17][C:18]4[CH:22]=[C:21]([C:23]([NH:25][NH2:26])=O)[S:20][CH:19]=4)=[O:16])[CH:10]=3)[CH:8]=2)[CH2:3][CH2:2]1.[CH3:27][CH:28]([CH3:32])[C@@H:29]([NH2:31])[CH3:30].[C:33](O)(=O)C. Product: [CH:1]1([C:4]2[N:5]=[CH:6][N:7]([C:9]3[CH:14]=[CH:13][N:12]=[C:11]([C:15]([NH:17][C:18]4[CH:22]=[C:21]([C:23]5[N:31]([C@H:29]([CH:28]([CH3:32])[CH3:27])[CH3:30])[CH:33]=[N:26][N:25]=5)[S:20][CH:19]=4)=[O:16])[CH:10]=3)[CH:8]=2)[CH2:3][CH2:2]1. The catalyst class is: 11.